From a dataset of Peptide-MHC class I binding affinity with 185,985 pairs from IEDB/IMGT. Regression. Given a peptide amino acid sequence and an MHC pseudo amino acid sequence, predict their binding affinity value. This is MHC class I binding data. (1) The peptide sequence is FLVIAINAM. The MHC is HLA-A02:03 with pseudo-sequence HLA-A02:03. The binding affinity (normalized) is 0.341. (2) The peptide sequence is QELKNSAVSL. The MHC is HLA-A29:02 with pseudo-sequence HLA-A29:02. The binding affinity (normalized) is 0. (3) The peptide sequence is LPCVLWPVL. The MHC is HLA-A26:01 with pseudo-sequence HLA-A26:01. The binding affinity (normalized) is 0. (4) The peptide sequence is PPYCTIAPV. The MHC is HLA-B07:02 with pseudo-sequence HLA-B07:02. The binding affinity (normalized) is 0.508. (5) The peptide sequence is FLIDGPETA. The MHC is HLA-A02:06 with pseudo-sequence HLA-A02:06. The binding affinity (normalized) is 0.452. (6) The MHC is HLA-A01:01 with pseudo-sequence HLA-A01:01. The binding affinity (normalized) is 0. The peptide sequence is FFENRSETWPI. (7) The peptide sequence is IIGLLKIFR. The MHC is HLA-A02:06 with pseudo-sequence HLA-A02:06. The binding affinity (normalized) is 0.508. (8) The peptide sequence is AQLYAYAGF. The MHC is HLA-B15:01 with pseudo-sequence HLA-B15:01. The binding affinity (normalized) is 0.605.